The task is: Predict the reaction yield, written as a fraction of the theoretical maximum amount of product (1.0 means a 100% yield; for example, 0.34 means a 34% yield).. This data is from Reaction yield outcomes from USPTO patents with 853,638 reactions. The reactants are [NH2:1][C:2]1[C:7]2=[C:8]([C:24]3[CH:25]=[CH:26][C:27]4[C:31]([CH:32]=3)=[N:30][N:29]([CH2:33][C:34]3[CH:39]=[CH:38][CH:37]=[CH:36][CH:35]=3)[CH:28]=4)[CH:9]=[C:10]([CH:11]3[O:16][CH2:15][CH2:14][N:13](C(OC(C)(C)C)=O)[CH2:12]3)[N:6]2[N:5]=[CH:4][N:3]=1.FC(F)(F)C(O)=O.CCOCC. The catalyst is ClCCl. The product is [CH2:33]([N:29]1[CH:28]=[C:27]2[C:31]([CH:32]=[C:24]([C:8]3[CH:9]=[C:10]([CH:11]4[O:16][CH2:15][CH2:14][NH:13][CH2:12]4)[N:6]4[C:7]=3[C:2]([NH2:1])=[N:3][CH:4]=[N:5]4)[CH:25]=[CH:26]2)=[N:30]1)[C:34]1[CH:39]=[CH:38][CH:37]=[CH:36][CH:35]=1. The yield is 0.990.